Dataset: Catalyst prediction with 721,799 reactions and 888 catalyst types from USPTO. Task: Predict which catalyst facilitates the given reaction. (1) Reactant: [CH2:1]([N:8]1[CH2:12][CH:11]2[C:13](=[O:16])[CH2:14][CH2:15][CH:10]2[CH2:9]1)[C:2]1[CH:7]=[CH:6][CH:5]=[CH:4][CH:3]=1.CCC(C)[BH-](C(C)CC)C(C)CC.[Li+].[OH-].[Na+]. Product: [CH2:1]([N:8]1[CH2:12][CH:11]2[CH:13]([OH:16])[CH2:14][CH2:15][CH:10]2[CH2:9]1)[C:2]1[CH:3]=[CH:4][CH:5]=[CH:6][CH:7]=1. The catalyst class is: 1. (2) Reactant: F[C:2]1[C:3]([C:17]2[CH:22]=[CH:21][CH:20]=[CH:19][CH:18]=2)=[C:4]([CH3:16])[C:5]([C:14]#[N:15])=[C:6]2[C:10]=1[O:9][C:8]([N:11]([CH3:13])[CH3:12])=[N:7]2.C(N(CC)CC)C.[CH3:30][N:31]([CH3:37])[C@H:32]1[CH2:36][CH2:35][NH:34][CH2:33]1. Product: [CH3:12][N:11]([CH3:13])[C:8]1[O:9][C:10]2[C:6](=[C:5]([C:14]#[N:15])[C:4]([CH3:16])=[C:3]([C:17]3[CH:22]=[CH:21][CH:20]=[CH:19][CH:18]=3)[C:2]=2[N:34]2[CH2:35][CH2:36][C@H:32]([N:31]([CH3:37])[CH3:30])[CH2:33]2)[N:7]=1. The catalyst class is: 633. (3) Reactant: Cl[C:2]1[C:7]([CH:8]=O)=[CH:6][N:5]=[C:4]2[NH:10][CH:11]=[C:12]([CH2:13][CH3:14])[C:3]=12.[CH3:15][NH:16][NH2:17].Cl. Product: [CH2:13]([C:12]1[C:3]2[C:4](=[N:5][CH:6]=[C:7]3[CH:8]=[N:17][N:16]([CH3:15])[C:2]3=2)[NH:10][CH:11]=1)[CH3:14]. The catalyst class is: 259. (4) Reactant: [N+:1]([C:4]1[CH:5]=[C:6]2[C:11](=[CH:12][CH:13]=1)[C:10](=[O:14])[NH:9][C:8](=[O:15])[CH2:7]2)([O-:3])=[O:2].C[C:17]([O:19][C:20](C)=O)=O.CN(C)C=O.C(OC)(OC)OC. Product: [CH3:17][O:19]/[CH:20]=[C:7]1/[C:8](=[O:15])[NH:9][C:10](=[O:14])[C:11]2[C:6]/1=[CH:5][C:4]([N+:1]([O-:3])=[O:2])=[CH:13][CH:12]=2. The catalyst class is: 28. (5) Reactant: [CH3:1][C:2]1[CH:7]=[CH:6][C:5]([S:8][C:9]2[CH:17]=[CH:16][C:12]([C:13](O)=[O:14])=[CH:11][CH:10]=2)=[C:4]([N+:18]([O-:20])=[O:19])[CH:3]=1.C[N:22]1CCOCC1.N.O. Product: [CH3:1][C:2]1[CH:7]=[CH:6][C:5]([S:8][C:9]2[CH:17]=[CH:16][C:12]([C:13]([NH2:22])=[O:14])=[CH:11][CH:10]=2)=[C:4]([N+:18]([O-:20])=[O:19])[CH:3]=1. The catalyst class is: 1.